Dataset: Peptide-MHC class I binding affinity with 185,985 pairs from IEDB/IMGT. Task: Regression. Given a peptide amino acid sequence and an MHC pseudo amino acid sequence, predict their binding affinity value. This is MHC class I binding data. (1) The peptide sequence is WTMKIGIGV. The MHC is HLA-A26:01 with pseudo-sequence HLA-A26:01. The binding affinity (normalized) is 0.343. (2) The peptide sequence is IMALKQAGL. The MHC is BoLA-HD6 with pseudo-sequence BoLA-HD6. The binding affinity (normalized) is 1.00. (3) The peptide sequence is LAAPCRNAL. The MHC is HLA-A11:01 with pseudo-sequence HLA-A11:01. The binding affinity (normalized) is 0.0847. (4) The peptide sequence is VLYHRYNLV. The MHC is HLA-B46:01 with pseudo-sequence HLA-B46:01. The binding affinity (normalized) is 0.0847. (5) The peptide sequence is IASTLIVTI. The MHC is HLA-B15:03 with pseudo-sequence HLA-B15:03. The binding affinity (normalized) is 0.565. (6) The peptide sequence is VICSFLVFL. The MHC is HLA-A02:03 with pseudo-sequence HLA-A02:03. The binding affinity (normalized) is 0.283. (7) The peptide sequence is PVEKDVWEQW. The MHC is Mamu-B17 with pseudo-sequence Mamu-B17. The binding affinity (normalized) is 0.138.